From a dataset of Forward reaction prediction with 1.9M reactions from USPTO patents (1976-2016). Predict the product of the given reaction. Given the reactants [F:1][C:2]1[C:7]([F:8])=[CH:6][CH:5]=[CH:4][C:3]=1[C:9]1[N:42]=[C:12]2[CH:13]=[N:14][N:15]([CH:17]([C:22]3[CH:23]=[N:24][C:25]([C:28]4[CH:33]=[CH:32][C:31]([O:34][CH2:35][CH2:36][CH3:37])=[CH:30][C:29]=4[C:38]([F:41])([F:40])[F:39])=[CH:26][CH:27]=3)[C:18](OC)=[O:19])[CH:16]=[C:11]2[N:10]=1.C([O-])([O-])=O.[K+].[K+].CC(O)=O.[CH:53]([OH:56])([CH3:55])[CH3:54], predict the reaction product. The product is: [F:1][C:2]1[C:7]([F:8])=[CH:6][CH:5]=[CH:4][C:3]=1[C:9]1[N:42]=[C:12]2[CH:13]=[N:14][N:15]([CH:17]([C:22]3[CH:23]=[N:24][C:25]([C:28]4[CH:33]=[CH:32][C:31]([O:34][CH2:35][CH2:36][CH3:37])=[CH:30][C:29]=4[C:38]([F:41])([F:39])[F:40])=[CH:26][CH:27]=3)[C:18]([O:56][CH:53]([CH3:55])[CH3:54])=[O:19])[CH:16]=[C:11]2[N:10]=1.